This data is from Forward reaction prediction with 1.9M reactions from USPTO patents (1976-2016). The task is: Predict the product of the given reaction. (1) Given the reactants [F:1][C:2]1[CH:3]=[C:4]([CH:22]=[CH:23][CH:24]=1)[CH2:5][C@H:6]1[CH2:11][C@H:10]([C:12]2[O:16][NH:15][C:14](=[O:17])[CH:13]=2)[CH2:9][CH2:8][N:7]1[C:18]([O:20][CH3:21])=[O:19].CCO.C(#N)C, predict the reaction product. The product is: [F:1][C:2]1[CH:3]=[C:4]([CH:22]=[CH:23][CH:24]=1)[CH2:5][C@@H:6]1[CH2:11][C@@H:10]([C:12]2[O:16][NH:15][C:14](=[O:17])[CH:13]=2)[CH2:9][CH2:8][N:7]1[C:18]([O:20][CH3:21])=[O:19]. (2) Given the reactants [OH:1][C:2]1[CH:15]=[CH:14][CH:13]=[CH:12][C:3]=1[C:4]([C:6]1[CH:11]=[CH:10][CH:9]=[CH:8][CH:7]=1)=[O:5].C([O-])([O-])=O.[K+].[K+].[CH2:22](Cl)[O:23][CH3:24], predict the reaction product. The product is: [CH3:22][O:23][CH2:24][O:1][C:2]1[CH:15]=[CH:14][CH:13]=[CH:12][C:3]=1[C:4]([C:6]1[CH:11]=[CH:10][CH:9]=[CH:8][CH:7]=1)=[O:5]. (3) Given the reactants [C:1]([O-:4])([O-])=[O:2].[K+].[K+].[OH:7][CH2:8][CH:9]1[CH2:14][CH2:13][CH2:12][NH:11][CH2:10]1, predict the reaction product. The product is: [C:9]([O:4][C:1]([N:11]1[CH2:12][CH2:13][CH2:14][CH:9]([CH2:8][OH:7])[CH2:10]1)=[O:2])([CH3:14])([CH3:10])[CH3:8]. (4) The product is: [F:34][C:35]([F:40])([F:39])[C:36]([OH:38])=[O:37].[NH2:8][C@@H:9]([CH2:14][C:15]1[CH:20]=[CH:19][C:18]([CH:21]2[S:25](=[O:26])(=[O:27])[NH:24][C:23](=[O:32])[CH2:22]2)=[C:17]([F:33])[CH:16]=1)[C:10]([O:12][CH3:13])=[O:11]. Given the reactants C(OC([NH:8][C@@H:9]([CH2:14][C:15]1[CH:20]=[CH:19][C:18]([CH:21]2[S:25](=[O:27])(=[O:26])[N:24](C(C)(C)C)[C:23](=[O:32])[CH2:22]2)=[C:17]([F:33])[CH:16]=1)[C:10]([O:12][CH3:13])=[O:11])=O)(C)(C)C.[F:34][C:35]([F:40])([F:39])[C:36]([OH:38])=[O:37], predict the reaction product. (5) The product is: [C:27]([OH:33])(=[O:29])[CH3:28].[CH2:3]([N:11]([CH3:26])[C:12]1[N:13]=[C:14]([NH:15][CH2:16][C:17]2[CH:18]=[CH:19][C:20]([Cl:23])=[CH:21][CH:22]=2)[NH:24][C:32]([CH3:34])([CH3:31])[N:25]=1)[CH2:4][CH2:5][CH2:6][CH2:7][CH2:8][CH2:9][CH3:10]. Given the reactants Cl.Cl.[CH2:3]([N:11]([CH3:26])[C:12](=[NH:25])[NH:13][C:14](=[NH:24])[NH:15][CH2:16][C:17]1[CH:22]=[CH:21][C:20]([Cl:23])=[CH:19][CH:18]=1)[CH2:4][CH2:5][CH2:6][CH2:7][CH2:8][CH2:9][CH3:10].[CH2:27]([OH:29])[CH3:28].Cl.[CH3:31][C:32]([CH3:34])=[O:33], predict the reaction product. (6) Given the reactants [C:1]([NH:4][C:5]1[CH:6]=[C:7]([C:11]2[CH:12]=[C:13]3[C:17](=[C:18]([C:20]([NH2:22])=[O:21])[CH:19]=2)[NH:16][N:15]=[C:14]3[CH:23]2[CH2:28][CH2:27][NH:26][CH2:25][CH2:24]2)[CH:8]=[CH:9][CH:10]=1)(=[O:3])[CH3:2].C(N(C(C)C)CC)(C)C.[CH3:38][N:39]1[CH:43]=[C:42]([S:44](Cl)(=[O:46])=[O:45])[N:41]=[C:40]1[CH3:48], predict the reaction product. The product is: [C:1]([NH:4][C:5]1[CH:6]=[C:7]([C:11]2[CH:12]=[C:13]3[C:17](=[C:18]([C:20]([NH2:22])=[O:21])[CH:19]=2)[NH:16][N:15]=[C:14]3[CH:23]2[CH2:28][CH2:27][N:26]([S:44]([C:42]3[N:41]=[C:40]([CH3:48])[N:39]([CH3:38])[CH:43]=3)(=[O:46])=[O:45])[CH2:25][CH2:24]2)[CH:8]=[CH:9][CH:10]=1)(=[O:3])[CH3:2]. (7) The product is: [ClH:78].[NH2:36][C:37]1([C:41]2[CH:42]=[CH:43][C:44]([C:47]3[C:56](=[O:57])[C:55]4[C:50](=[C:51]([N:58]5[CH2:63][CH2:62][O:61][CH2:60][CH2:59]5)[CH:52]=[CH:53][CH:54]=4)[O:49][C:48]=3[C:64]3[CH:69]=[CH:68][CH:67]=[CH:66][CH:65]=3)=[CH:45][CH:46]=2)[CH2:40][CH2:39][CH2:38]1. Given the reactants NC1(C2C=CC(C3C(=O)C4C(=CC=C(F)C=4)OC=3C3C=CC=CC=3)=CC=2)CCC1.C(OC(=O)[NH:36][C:37]1([C:41]2[CH:46]=[CH:45][C:44]([C:47]3[C:56](=[O:57])[C:55]4[C:50](=[C:51]([N:58]5[CH2:63][CH2:62][O:61][CH2:60][CH2:59]5)[CH:52]=[CH:53][CH:54]=4)[O:49][C:48]=3[C:64]3[CH:69]=[CH:68][CH:67]=[CH:66][CH:65]=3)=[CH:43][CH:42]=2)[CH2:40][CH2:39][CH2:38]1)(C)(C)C.C(O)(C(F)(F)F)=O.[ClH:78], predict the reaction product. (8) The product is: [CH2:41]1[C:42]2[C:47](=[CH:46][CH:45]=[CH:44][CH:43]=2)[CH2:48][CH:40]1[NH:39][C:36]1[N:37]=[CH:38][C:33]2[CH2:32][N:31]([C:29]([C:26]3[N:25]=[N:24][C:23]([CH2:15][C:13]#[N:14])=[CH:28][CH:27]=3)=[O:30])[CH2:50][CH2:49][C:34]=2[N:35]=1. Given the reactants O.C1(C)C=CC(S(O)(=O)=O)=CC=1.[C:13]([CH:15]([C:23]1[N:24]=[N:25][C:26]([C:29]([N:31]2[CH2:50][CH2:49][C:34]3[N:35]=[C:36]([NH:39][CH:40]4[CH2:48][C:47]5[C:42](=[CH:43][CH:44]=[CH:45][CH:46]=5)[CH2:41]4)[N:37]=[CH:38][C:33]=3[CH2:32]2)=[O:30])=[CH:27][CH:28]=1)C(OC(C)(C)C)=O)#[N:14], predict the reaction product.